From a dataset of Forward reaction prediction with 1.9M reactions from USPTO patents (1976-2016). Predict the product of the given reaction. Given the reactants [CH:1]([O:4][C:5]1[CH:10]=[CH:9][C:8]([S:11]([CH3:14])(=[O:13])=[O:12])=[CH:7][C:6]=1[N:15]=[C:16]=[S:17])([CH3:3])[CH3:2].CC1C=CC(C([NH2:25])=O)=CC=1NC(N)=S, predict the reaction product. The product is: [CH:1]([O:4][C:5]1[CH:10]=[CH:9][C:8]([S:11]([CH3:14])(=[O:13])=[O:12])=[CH:7][C:6]=1[NH:15][C:16]([NH2:25])=[S:17])([CH3:3])[CH3:2].